Task: Predict which catalyst facilitates the given reaction.. Dataset: Catalyst prediction with 721,799 reactions and 888 catalyst types from USPTO (1) Reactant: [Cl:1][C:2]1[N:3]=[CH:4][NH:5][C:6]=1[Cl:7].[OH-].[K+].[Br:10][CH2:11][C:12]1[CH:25]=[CH:24][C:23]2[C:14](=[CH:15][C:16]3[C:21]([CH:22]=2)=[CH:20][CH:19]=[CH:18][CH:17]=3)[CH:13]=1. The catalyst class is: 10. Product: [Br-:10].[CH:13]1[C:14]2[C:23](=[CH:22][C:21]3[C:16]([CH:15]=2)=[CH:17][CH:18]=[CH:19][CH:20]=3)[CH:24]=[CH:25][C:12]=1[CH2:11][N+:3]1[C:2]([Cl:1])=[C:6]([Cl:7])[N:5]([CH2:11][C:12]2[CH:25]=[CH:24][C:23]3[C:14](=[CH:15][C:16]4[C:21]([CH:22]=3)=[CH:20][CH:19]=[CH:18][CH:17]=4)[CH:13]=2)[CH:4]=1. (2) Reactant: Cl[C:2]1[CH:11]=[C:10]2[C:5]([CH2:6][CH2:7][CH2:8][N:9]2[C:12]2[C:16]3[CH2:17][N:18]([C:21](=[O:23])[CH3:22])[CH2:19][CH2:20][C:15]=3[N:14]([C@H:24]3[CH2:28][CH2:27][O:26][CH2:25]3)[N:13]=2)=[CH:4][C:3]=1[C:29]1[CH:30]=[N:31][N:32]([CH3:34])[CH:33]=1.[C:35]([O-])([O-])=O.[Cs+].[Cs+].C12(P(C34CC5CC(CC(C5)C3)C4)CCCC)CC3CC(CC(C3)C1)C2. Product: [CH3:35][C:2]1[CH:11]=[C:10]2[C:5]([CH2:6][CH2:7][CH2:8][N:9]2[C:12]2[C:16]3[CH2:17][N:18]([C:21](=[O:23])[CH3:22])[CH2:19][CH2:20][C:15]=3[N:14]([C@H:24]3[CH2:28][CH2:27][O:26][CH2:25]3)[N:13]=2)=[CH:4][C:3]=1[C:29]1[CH:30]=[N:31][N:32]([CH3:34])[CH:33]=1. The catalyst class is: 498. (3) Reactant: Cl[C:2]1[CH:7]=[CH:6][C:5]([O:8][CH3:9])=[CH:4][CH:3]=1.[NH:10]1[CH2:15][CH2:14][CH2:13][CH2:12][CH2:11]1.CC([O-])(C)C.[Na+]. Product: [CH3:9][O:8][C:5]1[CH:6]=[CH:7][C:2]([N:10]2[CH2:15][CH2:14][CH2:13][CH2:12][CH2:11]2)=[CH:3][CH:4]=1. The catalyst class is: 101. (4) Reactant: [CH3:1][C:2]([CH3:8])([CH3:7])[CH2:3][C:4](Cl)=[O:5].[CH3:9][C:10]1[CH:14]=[C:13]([N:15]2[C:19]3=[N:20][C:21]([C:24]([F:27])([F:26])[F:25])=[CH:22][CH:23]=[C:18]3[N:17]=[C:16]2[NH2:28])[O:12][N:11]=1.C(N(CC)CC)C.N. Product: [CH3:1][C:2]([CH3:8])([CH3:7])[CH2:3][C:4]([NH:28][C:16]1[N:15]([C:13]2[O:12][N:11]=[C:10]([CH3:9])[CH:14]=2)[C:19]2=[N:20][C:21]([C:24]([F:25])([F:26])[F:27])=[CH:22][CH:23]=[C:18]2[N:17]=1)=[O:5]. The catalyst class is: 2. (5) Reactant: [NH2:1][C:2]1[N:7]=[C:6](Cl)[CH:5]=[CH:4][N:3]=1.[Cl:9][C:10]1[CH:28]=[CH:27][CH:26]=[CH:25][C:11]=1[CH2:12][NH:13][C:14]([C:16]1[C:17]2[CH:18]=[CH:19][NH:20][C:21]=2[CH:22]=[CH:23][CH:24]=1)=[O:15].C([O-])([O-])=O.[Cs+].[Cs+]. Product: [NH2:1][C:2]1[N:7]=[C:6]([N:20]2[C:21]3[CH:22]=[CH:23][CH:24]=[C:16]([C:14]([NH:13][CH2:12][C:11]4[CH:25]=[CH:26][CH:27]=[CH:28][C:10]=4[Cl:9])=[O:15])[C:17]=3[CH:18]=[CH:19]2)[CH:5]=[CH:4][N:3]=1. The catalyst class is: 18. (6) Reactant: [OH:1][C:2]1[CH:3]=[N:4][C:5]([C:8]2[CH:9]=[C:10]([C:14](=[O:16])[CH3:15])[CH:11]=[CH:12][CH:13]=2)=[N:6][CH:7]=1.N#N.[Cl-].[Cl-].[Ca+2].[CH3:22][N:23]([CH3:28])[CH2:24][CH2:25][CH2:26]O.C1(P(C2C=CC=CC=2)C2C=CC=CC=2)C=CC=CC=1.N(C(OC(C)(C)C)=O)=NC(OC(C)(C)C)=O. Product: [CH3:22][N:23]([CH3:28])[CH2:24][CH2:25][CH2:26][O:1][C:2]1[CH:7]=[N:6][C:5]([C:8]2[CH:9]=[C:10]([C:14](=[O:16])[CH3:15])[CH:11]=[CH:12][CH:13]=2)=[N:4][CH:3]=1. The catalyst class is: 1. (7) Reactant: [OH:1][C:2]1[CH:3]=[C:4]2[C:8](=[CH:9][CH:10]=1)[NH:7][CH:6]=[CH:5]2.C(=O)([O-])[O-].[Cs+].[Cs+].[CH2:17](Br)[C:18]#[CH:19].O. Product: [CH2:19]([O:1][C:2]1[CH:3]=[C:4]2[C:8](=[CH:9][CH:10]=1)[NH:7][CH:6]=[CH:5]2)[C:18]#[CH:17]. The catalyst class is: 372. (8) Reactant: [NH2:1][C:2]1[C:7]([CH2:8][C:9]2[CH:14]=[CH:13][CH:12]=[CH:11][CH:10]=2)=[N:6][C:5]([C:15]2[CH:20]=[CH:19][C:18]([OH:21])=[CH:17][CH:16]=2)=[CH:4][N:3]=1.[CH:22](Cl)(Cl)Cl.[C:26](Cl)(=[O:28])[CH3:27].[C:30](=[O:33])(O)[O-].[Na+]. Product: [C:26]([O:21][C:18]1[CH:17]=[CH:16][C:15]([C:5]2[N:6]=[C:7]([CH2:8][C:9]3[CH:10]=[CH:11][CH:12]=[CH:13][CH:14]=3)[C:2]([NH:1][C:30](=[O:33])[CH3:22])=[N:3][CH:4]=2)=[CH:20][CH:19]=1)(=[O:28])[CH3:27]. The catalyst class is: 17. (9) Reactant: [F:1][C:2]([F:25])([F:24])[C:3]1[N:8]=[CH:7][C:6]([CH2:9][N:10]2[CH:19]=[CH:18][C:17]3[C:12](=[CH:13][CH:14]=[CH:15][C:16]=3[N+:20]([O-])=O)[C:11]2=[O:23])=[CH:5][CH:4]=1. Product: [NH2:20][C:16]1[CH:15]=[CH:14][CH:13]=[C:12]2[C:17]=1[CH:18]=[CH:19][N:10]([CH2:9][C:6]1[CH:7]=[N:8][C:3]([C:2]([F:25])([F:24])[F:1])=[CH:4][CH:5]=1)[C:11]2=[O:23]. The catalyst class is: 43. (10) Reactant: [C:1](#[N:3])[CH3:2].[Li]CCCC.[O:9]1[C:13]2([CH2:18][CH2:17][CH2:16][CH2:15][CH:14]2[C:19](OCC)=[O:20])[O:12][CH2:11][CH2:10]1. Product: [C:1]([CH2:2][C:19]([CH:14]1[CH2:15][CH2:16][CH2:17][CH2:18][C:13]21[O:9][CH2:10][CH2:11][O:12]2)=[O:20])#[N:3]. The catalyst class is: 1.